This data is from Full USPTO retrosynthesis dataset with 1.9M reactions from patents (1976-2016). The task is: Predict the reactants needed to synthesize the given product. (1) Given the product [F:1][C:2]1[CH:7]=[CH:6][C:5]([O:8][C:9](=[O:24])[N:10]([C@H:12]2[C@H:16]([C:17]3[CH:22]=[CH:21][C:20]([Cl:23])=[CH:19][CH:18]=3)[CH2:15][N:14]([C:32]([CH:29]3[CH2:30][CH2:31][CH:26]([OH:25])[CH2:27][CH2:28]3)=[O:33])[CH2:13]2)[CH3:11])=[CH:4][CH:3]=1, predict the reactants needed to synthesize it. The reactants are: [F:1][C:2]1[CH:7]=[CH:6][C:5]([O:8][C:9](=[O:24])[N:10]([C@H:12]2[C@H:16]([C:17]3[CH:22]=[CH:21][C:20]([Cl:23])=[CH:19][CH:18]=3)[CH2:15][NH:14][CH2:13]2)[CH3:11])=[CH:4][CH:3]=1.[OH:25][C@H:26]1[CH2:31][CH2:30][C@H:29]([C:32](O)=[O:33])[CH2:28][CH2:27]1. (2) Given the product [Br:17][C:13]1[NH:12][N:11]=[C:10]2[C:9]=1[C:8](=[O:14])[N:7]([CH3:15])[C:6](=[O:16])[N:5]2[CH2:4][CH:1]1[CH2:2][CH2:3]1, predict the reactants needed to synthesize it. The reactants are: [CH:1]1([CH2:4][N:5]2[C:10]3=[N:11][NH:12][CH:13]=[C:9]3[C:8](=[O:14])[N:7]([CH3:15])[C:6]2=[O:16])[CH2:3][CH2:2]1.[Br:17]N1C(=O)CCC1=O.O. (3) The reactants are: [OH:1][C:2]1[CH:3]=[C:4]([CH:9]=[C:10]([OH:12])[CH:11]=1)[C:5](OC)=O.[CH2:13](Br)[CH3:14].[C:16](=O)([O-])[O-].[K+].[K+].[OH-].[Na+].[NH2:24][C:25]1[C:30]([NH2:31])=[CH:29][CH:28]=[CH:27][N:26]=1.N1[C:36]2[CH:37]=[CH:38][CH:39]=[N:40][C:35]=2N=C1. Given the product [CH2:13]([O:12][C:10]1[CH:9]=[C:4]([C:5]2[NH:31][C:30]3[C:25]([N:24]=2)=[N:26][CH:27]=[CH:28][CH:29]=3)[CH:3]=[C:2]([O:1][CH2:16][C:36]2[CH:35]=[N:40][CH:39]=[CH:38][CH:37]=2)[CH:11]=1)[CH3:14], predict the reactants needed to synthesize it. (4) Given the product [C@H:21]12[CH2:27][C@H:24]([CH2:25][CH2:26]1)[CH2:23][C@@H:22]2[NH:28][C:2]1[N:7]=[C:6]([C:8]([F:11])([F:10])[F:9])[C:5]([C:12]([N:14]2[CH2:19][CH2:18][O:17][CH2:16][CH2:15]2)=[O:13])=[CH:4][N:3]=1, predict the reactants needed to synthesize it. The reactants are: Cl[C:2]1[N:7]=[C:6]([C:8]([F:11])([F:10])[F:9])[C:5]([C:12]([N:14]2[CH2:19][CH2:18][O:17][CH2:16][CH2:15]2)=[O:13])=[CH:4][N:3]=1.Cl.[CH:21]12[CH2:27][CH:24]([CH2:25][CH2:26]1)[CH2:23][CH:22]2[NH2:28].C(N(CC)CC)C.O1CCOCC1. (5) Given the product [CH3:38][C:32]1[CH:33]=[CH:34][CH:35]=[C:36]([CH3:37])[C:31]=1[C:13]1[N:14]=[C:15]([N:16]2[C@H:21]([CH3:22])[CH2:20][N:19]([C:23]([O:25][C:26]([CH3:27])([CH3:29])[CH3:28])=[O:24])[C@@H:18]([CH3:30])[CH2:17]2)[C:10]2[CH2:9][NH:8][CH2:40][CH2:39][C:11]=2[N:12]=1, predict the reactants needed to synthesize it. The reactants are: C([N:8]1[CH2:40][CH2:39][C:11]2[N:12]=[C:13]([C:31]3[C:36]([CH3:37])=[CH:35][CH:34]=[CH:33][C:32]=3[CH3:38])[N:14]=[C:15]([N:16]3[C@H:21]([CH3:22])[CH2:20][N:19]([C:23]([O:25][C:26]([CH3:29])([CH3:28])[CH3:27])=[O:24])[C@@H:18]([CH3:30])[CH2:17]3)[C:10]=2[CH2:9]1)C1C=CC=CC=1.C(O)(=O)C. (6) Given the product [O:1]1[CH2:2][CH2:3][N:4]([C:7]2[C:8]3[N:9]([C:13]([C:28]4[CH:29]=[CH:30][C:31]([NH:32][C:40]([NH:39][S:36]([CH3:35])(=[O:38])=[O:37])=[O:41])=[CH:33][CH:34]=4)=[C:14](/[CH:16]=[CH:17]/[C:18]4[CH:27]=[CH:26][C:25]5[C:20](=[CH:21][CH:22]=[CH:23][CH:24]=5)[N:19]=4)[N:15]=3)[N:10]=[CH:11][CH:12]=2)[CH2:5][CH2:6]1, predict the reactants needed to synthesize it. The reactants are: [O:1]1[CH2:6][CH2:5][N:4]([C:7]2[C:8]3[N:9]([C:13]([C:28]4[CH:34]=[CH:33][C:31]([NH2:32])=[CH:30][CH:29]=4)=[C:14](/[CH:16]=[CH:17]/[C:18]4[CH:27]=[CH:26][C:25]5[C:20](=[CH:21][CH:22]=[CH:23][CH:24]=5)[N:19]=4)[N:15]=3)[N:10]=[CH:11][CH:12]=2)[CH2:3][CH2:2]1.[CH3:35][S:36]([NH:39][C:40](=O)[O:41]CC)(=[O:38])=[O:37].CCN(C(C)C)C(C)C.